Predict the product of the given reaction. From a dataset of Forward reaction prediction with 1.9M reactions from USPTO patents (1976-2016). (1) Given the reactants [N:1]1([C:7]([O:9][C:10]([CH3:13])([CH3:12])[CH3:11])=[O:8])[CH2:6][CH2:5][NH:4][CH2:3][CH2:2]1.Br[CH2:15][CH2:16][O:17][CH3:18], predict the reaction product. The product is: [CH3:18][O:17][CH2:16][CH2:15][N:4]1[CH2:5][CH2:6][N:1]([C:7]([O:9][C:10]([CH3:13])([CH3:12])[CH3:11])=[O:8])[CH2:2][CH2:3]1. (2) Given the reactants [CH:1]([N:4]1[CH2:9][CH2:8][CH:7]([O:10][C:11]2[CH:19]=[CH:18][C:17]3[N:16]4[CH2:20][CH2:21][NH:22][C:23](=[O:24])[C:15]4=[CH:14][C:13]=3[CH:12]=2)[CH2:6][CH2:5]1)([CH3:3])[CH3:2].[H-].[Na+].[C:27]([C:29]1[CH:36]=[CH:35][CH:34]=[CH:33][C:30]=1[CH2:31]Br)#[N:28], predict the reaction product. The product is: [CH:1]([N:4]1[CH2:9][CH2:8][CH:7]([O:10][C:11]2[CH:19]=[CH:18][C:17]3[N:16]4[CH2:20][CH2:21][N:22]([CH2:31][C:30]5[CH:33]=[CH:34][CH:35]=[CH:36][C:29]=5[C:27]#[N:28])[C:23](=[O:24])[C:15]4=[CH:14][C:13]=3[CH:12]=2)[CH2:6][CH2:5]1)([CH3:3])[CH3:2]. (3) Given the reactants [N+:1]([C:4]1[CH:5]=[C:6]([C:14]([O:16][CH3:17])=[O:15])[C:7]([C:10]([O:12][CH3:13])=[O:11])=[CH:8][CH:9]=1)([O-])=O.Cl[C:19]1[C:28]2[C:23](=[CH:24][C:25]([C:29]3[C:30]([CH3:35])=[N:31][O:32][C:33]=3[CH3:34])=[CH:26][CH:27]=2)[N:22]=[CH:21][C:20]=1[C:36]([NH2:38])=[O:37], predict the reaction product. The product is: [NH2:38][C:36]([C:20]1[CH:21]=[N:22][C:23]2[C:28]([C:19]=1[NH:1][C:4]1[CH:5]=[C:6]([C:14]([O:16][CH3:17])=[O:15])[C:7]([C:10]([O:12][CH3:13])=[O:11])=[CH:8][CH:9]=1)=[CH:27][CH:26]=[C:25]([C:29]1[C:30]([CH3:35])=[N:31][O:32][C:33]=1[CH3:34])[CH:24]=2)=[O:37].